This data is from Forward reaction prediction with 1.9M reactions from USPTO patents (1976-2016). The task is: Predict the product of the given reaction. (1) Given the reactants [C:1]([O:5][C:6]([N:8]1[CH2:11][CH:10]([C:12]([OH:14])=[O:13])[CH2:9]1)=[O:7])([CH3:4])([CH3:3])[CH3:2].[C:15](=O)([O-])[O-].[Cs+].[Cs+].IC, predict the reaction product. The product is: [N:8]1([C:6]([O:5][C:1]([CH3:4])([CH3:2])[CH3:3])=[O:7])[CH2:9][CH:10]([C:12]([O:14][CH3:15])=[O:13])[CH2:11]1. (2) Given the reactants [CH3:1][O:2][C:3]1[C:8]2[N:9]=[C:10]([NH2:12])[S:11][C:7]=2[C:6]([C:13]2[N:14]=[C:15]([CH3:18])[S:16][CH:17]=2)=[CH:5][CH:4]=1.C(N(C(C)C)C(C)C)C.Cl[C:29](Cl)([O:31]C(=O)OC(Cl)(Cl)Cl)Cl.[OH:40][CH:41]1[CH2:46][CH2:45][NH:44][CH2:43][CH2:42]1, predict the reaction product. The product is: [CH3:1][O:2][C:3]1[C:8]2[N:9]=[C:10]([NH:12][C:29]([N:44]3[CH2:45][CH2:46][CH:41]([OH:40])[CH2:42][CH2:43]3)=[O:31])[S:11][C:7]=2[C:6]([C:13]2[N:14]=[C:15]([CH3:18])[S:16][CH:17]=2)=[CH:5][CH:4]=1. (3) Given the reactants [C:1]([C:4]1[N:8]2[CH:9]=[C:10]([C:13]3[C:14]([C:19]4[CH:24]=[CH:23][C:22]([C:25]([O:27][CH3:28])=[O:26])=[CH:21][N:20]=4)=[N:15][CH:16]=[CH:17][CH:18]=3)[CH:11]=[CH:12][C:7]2=[N:6][CH:5]=1)(=[O:3])[NH2:2].FC1C=CC(C2C(C3C=CC4N(C(C(N)=O)=CN=4)C=3)=CC=CN=2)=NC=1C, predict the reaction product. The product is: [C:1]([C:4]1[N:8]2[CH:9]=[C:10]([C:13]3[C:14]([C:19]4[CH:24]=[CH:23][C:22]([C:25]([O:27][CH3:28])=[O:26])=[CH:21][N:20]=4)=[N:15][CH:16]=[CH:17][CH:18]=3)[CH:11]=[CH:12][C:7]2=[N:6][CH:5]=1)(=[O:3])[NH2:2].[C:1]([C:4]1[N:8]2[CH:9]=[C:10]([C:13]3[C:14]([C:19]4[CH:24]=[CH:23][C:22]([C:25]([OH:27])=[O:26])=[CH:21][N:20]=4)=[N:15][CH:16]=[CH:17][CH:18]=3)[CH:11]=[CH:12][C:7]2=[N:6][CH:5]=1)(=[O:3])[NH2:2]. (4) Given the reactants [Si]([O:8][CH:9]([C:22]1[O:23][C:24]([C:27]2[CH:28]=[C:29]([S:33]([NH2:36])(=[O:35])=[O:34])[CH:30]=[CH:31][CH:32]=2)=[CH:25][N:26]=1)[CH2:10][CH2:11][CH2:12][CH2:13][CH2:14][CH2:15][C:16]1[CH:21]=[CH:20][CH:19]=[CH:18][CH:17]=1)(C(C)(C)C)(C)C.[Si](OC(C1OC([Sn](CCCC)(CCCC)CCCC)=CN=1)CCCCCCC1C=CC=CC=1)(C(C)(C)C)(C)C.BrC1C=C(S(N)(=O)=O)C=CC=1, predict the reaction product. The product is: [C:16]1([CH2:15][CH2:14][CH2:13][CH2:12][CH2:11][CH2:10][C:9]([C:22]2[O:23][C:24]([C:27]3[CH:28]=[C:29]([S:33]([NH2:36])(=[O:35])=[O:34])[CH:30]=[CH:31][CH:32]=3)=[CH:25][N:26]=2)=[O:8])[CH:21]=[CH:20][CH:19]=[CH:18][CH:17]=1. (5) Given the reactants [C:1]([NH:4][C:5]1[S:6][CH:7]=[C:8]([CH2:10][CH2:11][C:12]2[CH:20]=[CH:19][C:15]([C:16](O)=[O:17])=[C:14]([F:21])[CH:13]=2)[N:9]=1)(=[O:3])[CH3:2].C(N1C=CN=C1)(N1C=CN=C1)=O.[BH4-].[Na+].O, predict the reaction product. The product is: [F:21][C:14]1[CH:13]=[C:12]([CH2:11][CH2:10][C:8]2[N:9]=[C:5]([NH:4][C:1](=[O:3])[CH3:2])[S:6][CH:7]=2)[CH:20]=[CH:19][C:15]=1[CH2:16][OH:17]. (6) Given the reactants [F:1][CH2:2][CH2:3][NH:4][C:5]1[CH2:9][O:8][C:7](=[O:10])[CH:6]=1.[H-].[Na+].[Cl:13][C:14]1[CH:19]=[CH:18][C:17]([CH2:20]Cl)=[CH:16][N:15]=1.CO, predict the reaction product. The product is: [Cl:13][C:14]1[N:15]=[CH:16][C:17]([CH2:20][N:4]([CH2:3][CH2:2][F:1])[C:5]2[CH2:9][O:8][C:7](=[O:10])[CH:6]=2)=[CH:18][CH:19]=1.